Dataset: Forward reaction prediction with 1.9M reactions from USPTO patents (1976-2016). Task: Predict the product of the given reaction. (1) Given the reactants C([N:8]([CH2:32][CH2:33][O:34][CH3:35])[CH2:9][CH2:10][O:11][C:12]1[CH:13]=[C:14]2[C:18](=[CH:19][CH:20]=1)[NH:17][C:16]([C:21]1[C:22](=[O:31])[NH:23][C:24]3[C:29]([CH:30]=1)=[CH:28][CH:27]=[CH:26][CH:25]=3)=[CH:15]2)C1C=CC=CC=1, predict the reaction product. The product is: [CH3:35][O:34][CH2:33][CH2:32][NH:8][CH2:9][CH2:10][O:11][C:12]1[CH:13]=[C:14]2[C:18](=[CH:19][CH:20]=1)[NH:17][C:16]([C:21]1[C:22](=[O:31])[NH:23][C:24]3[C:29]([CH:30]=1)=[CH:28][CH:27]=[CH:26][CH:25]=3)=[CH:15]2. (2) Given the reactants [C:1]([Si:5]([CH3:38])([CH3:37])[O:6][C@H:7]1[C@H:20](/[CH:21]=[CH:22]/[C@@H:23]([O:29][Si:30]([C:33]([CH3:36])([CH3:35])[CH3:34])([CH3:32])[CH3:31])[CH2:24][CH2:25][CH2:26][CH2:27][CH3:28])[C@H:10]2[CH2:11][C:12]3[CH:13]=[CH:14][CH:15]=[C:16]([OH:19])[C:17]=3[CH2:18][C@H:9]2[CH2:8]1)([CH3:4])([CH3:3])[CH3:2].[H-].[Na+].[C:41](Cl)(=[O:48])[C:42]1[CH:47]=[CH:46][CH:45]=[CH:44][CH:43]=1, predict the reaction product. The product is: [C:41]([O:19][C:16]1[CH:15]=[CH:14][CH:13]=[C:12]2[C:17]=1[CH2:18][C@H:9]1[CH2:8][C@@H:7]([O:6][Si:5]([C:1]([CH3:3])([CH3:4])[CH3:2])([CH3:37])[CH3:38])[C@H:20](/[CH:21]=[CH:22]/[C@@H:23]([O:29][Si:30]([C:33]([CH3:36])([CH3:35])[CH3:34])([CH3:32])[CH3:31])[CH2:24][CH2:25][CH2:26][CH2:27][CH3:28])[C@H:10]1[CH2:11]2)(=[O:48])[C:42]1[CH:47]=[CH:46][CH:45]=[CH:44][CH:43]=1.